From a dataset of Forward reaction prediction with 1.9M reactions from USPTO patents (1976-2016). Predict the product of the given reaction. (1) Given the reactants [C:1]([O:7][CH2:8][C@H:9]([C:15]1[C:20]([CH3:21])=[CH:19][C:18]([N+:22]([O-])=O)=[CH:17][C:16]=1[Br:25])[O:10][C:11]([CH3:14])([CH3:13])[CH3:12])(=[O:6])[C:2]([CH3:5])([CH3:4])[CH3:3], predict the reaction product. The product is: [C:1]([O:7][CH2:8][C@H:9]([C:15]1[C:20]([CH3:21])=[CH:19][C:18]([NH2:22])=[CH:17][C:16]=1[Br:25])[O:10][C:11]([CH3:12])([CH3:13])[CH3:14])(=[O:6])[C:2]([CH3:3])([CH3:4])[CH3:5]. (2) Given the reactants [F:1][C:2]1[CH:3]=[C:4]([C:13](=O)[CH2:14][O:15][CH3:16])[CH:5]=[CH:6][C:7]=1[O:8][C:9]([F:12])([F:11])[F:10].Cl.[NH2:19][OH:20].C(O)C, predict the reaction product. The product is: [F:1][C:2]1[CH:3]=[C:4]([C:13](=[N:19][OH:20])[CH2:14][O:15][CH3:16])[CH:5]=[CH:6][C:7]=1[O:8][C:9]([F:12])([F:11])[F:10]. (3) Given the reactants [Si:1]([O:18][C@@H:19]1[CH2:35][C@H:34]2[C@@:22]([CH3:45])([C@@H:23]3[C@@H:31]([C@@H:32]([OH:37])[C@@H:33]2[OH:36])[C@H:30]2[C@@:26]([CH3:44])([C:27]([C:38]4[CH:43]=[CH:42][CH:41]=[CH:40][CH:39]=4)=[CH:28][CH2:29]2)[CH2:25][CH2:24]3)[CH2:21][CH2:20]1)([C:14]([CH3:17])([CH3:16])[CH3:15])([C:8]1[CH:13]=[CH:12][CH:11]=[CH:10][CH:9]=1)[C:2]1[CH:7]=[CH:6][CH:5]=[CH:4][CH:3]=1, predict the reaction product. The product is: [Si:1]([O:18][C@H:19]1[CH2:20][CH2:21][C@@:22]([C@@H:23]2[C@@H:31]([CH:32]=[O:37])[C@H:30]3[C@@:26]([CH3:44])([C:27]([C:38]4[CH:39]=[CH:40][CH:41]=[CH:42][CH:43]=4)=[CH:28][CH2:29]3)[CH2:25][CH2:24]2)([CH3:45])[C@@H:34]([CH:33]=[O:36])[CH2:35]1)([C:14]([CH3:17])([CH3:16])[CH3:15])([C:8]1[CH:9]=[CH:10][CH:11]=[CH:12][CH:13]=1)[C:2]1[CH:3]=[CH:4][CH:5]=[CH:6][CH:7]=1. (4) Given the reactants [NH2:1][C:2]1[CH:11]=[CH:10][CH:9]=[C:8]([Cl:12])[C:3]=1[C:4]([O:6][CH3:7])=[O:5].N1C=CC=CC=1.[Br:19][CH2:20][CH2:21][CH2:22][CH2:23][C:24](Cl)=[O:25], predict the reaction product. The product is: [Br:19][CH2:20][CH2:21][CH2:22][CH2:23][C:24]([NH:1][C:2]1[CH:11]=[CH:10][CH:9]=[C:8]([Cl:12])[C:3]=1[C:4]([O:6][CH3:7])=[O:5])=[O:25]. (5) Given the reactants [ClH:1].[F:2][C:3]1([F:9])[CH2:8][CH2:7][NH:6][CH2:5][CH2:4]1.C(=O)([O-])[O-].[K+].[K+].Br[CH2:17][CH2:18]O, predict the reaction product. The product is: [ClH:1].[Cl:1][CH2:17][CH2:18][N:6]1[CH2:7][CH2:8][C:3]([F:9])([F:2])[CH2:4][CH2:5]1. (6) Given the reactants [Cl:1][C:2]1[CH:27]=[CH:26][C:5]([CH2:6][N:7]2[C:15]3[C:10](=[CH:11][C:12]([CH:16]=[C:17]4[S:21][C:20](SCC)=[N:19][C:18]4=[O:25])=[CH:13][CH:14]=3)[CH:9]=[N:8]2)=[C:4]([C:28]([F:31])([F:30])[F:29])[CH:3]=1.[C:32]([O:36][C:37]([N:39]1[CH2:44][CH2:43][NH:42][C@H:41]([CH3:45])[CH2:40]1)=[O:38])([CH3:35])([CH3:34])[CH3:33], predict the reaction product. The product is: [C:32]([O:36][C:37]([N:39]1[CH2:44][CH2:43][N:42]([C:20]2[S:21][C:17](=[CH:16][C:12]3[CH:11]=[C:10]4[C:15](=[CH:14][CH:13]=3)[N:7]([CH2:6][C:5]3[CH:26]=[CH:27][C:2]([Cl:1])=[CH:3][C:4]=3[C:28]([F:31])([F:29])[F:30])[N:8]=[CH:9]4)[C:18](=[O:25])[N:19]=2)[CH:41]([CH3:45])[CH2:40]1)=[O:38])([CH3:35])([CH3:33])[CH3:34].[Cl:1][C:2]1[CH:27]=[CH:26][C:5]([CH2:6][N:7]2[C:15]3[C:10](=[CH:11][C:12]([CH:16]=[C:17]4[S:21][C:20]([N:42]5[CH2:43][CH2:44][NH:39][CH2:40][C@H:41]5[CH3:45])=[N:19][C:18]4=[O:25])=[CH:13][CH:14]=3)[CH:9]=[N:8]2)=[C:4]([C:28]([F:31])([F:29])[F:30])[CH:3]=1. (7) Given the reactants [O:1]=[C:2]1[NH:6][C:5]2[CH:7]=[CH:8][C:9]([C:11]([OH:13])=O)=[CH:10][C:4]=2[NH:3]1.[C:14]([C:18]1[CH:23]=[CH:22][C:21]([NH2:24])=[CH:20][CH:19]=1)([CH3:17])([CH3:16])[CH3:15].CN(C(ON1N=NC2C=CC=NC1=2)=[N+](C)C)C.F[P-](F)(F)(F)(F)F, predict the reaction product. The product is: [C:14]([C:18]1[CH:19]=[CH:20][C:21]([NH:24][C:11]([C:9]2[CH:8]=[CH:7][C:5]3[NH:6][C:2](=[O:1])[NH:3][C:4]=3[CH:10]=2)=[O:13])=[CH:22][CH:23]=1)([CH3:17])([CH3:15])[CH3:16].